This data is from Reaction yield outcomes from USPTO patents with 853,638 reactions. The task is: Predict the reaction yield, written as a fraction of the theoretical maximum amount of product (1.0 means a 100% yield; for example, 0.34 means a 34% yield). (1) The reactants are [N+:1]([C:4]1[CH:5]=[N:6][C:7]([N:10]2[CH:16]3[CH2:17][CH2:18][N:13]([CH2:14][CH2:15]3)[CH2:12][CH2:11]2)=[N:8][CH:9]=1)([O-])=O. The catalyst is [Pd].CO. The product is [N:13]12[CH2:14][CH2:15][CH:16]([CH2:17][CH2:18]1)[N:10]([C:7]1[N:8]=[CH:9][C:4]([NH2:1])=[CH:5][N:6]=1)[CH2:11][CH2:12]2. The yield is 1.00. (2) The reactants are [F:1][C:2]1([F:28])[CH2:7][CH2:6][N:5]([C:8]([NH:10]C(=O)OCC2C3C=CC=CC=3C3C2=CC=CC=3)=[S:9])[CH2:4][CH2:3]1.N1CCCCC1. The catalyst is C1COCC1. The product is [F:28][C:2]1([F:1])[CH2:3][CH2:4][N:5]([C:8](=[S:9])[NH2:10])[CH2:6][CH2:7]1. The yield is 0.870. (3) The reactants are [Br:1][C:2]1[CH:3]=[C:4]([CH2:9]CCN(C)C)[C:5]([NH2:8])=[N:6][CH:7]=1.[C:15]([N:22]1[CH:26]=[CH:25][N:24]=[CH:23]1)(N1C=CN=C1)=[O:16].O1CCOC[CH2:28]1. No catalyst specified. The product is [Br:1][C:2]1[CH:7]=[N:6][C:5]2[NH:8][C:15](=[O:16])[N:22]([CH2:26][CH2:25][N:24]([CH3:23])[CH3:28])[CH2:9][C:4]=2[CH:3]=1. The yield is 0.500. (4) The reactants are C[Si]([N-][Si](C)(C)C)(C)C.[K+].[CH2:11]([O:18][C:19]1[CH:20]=[C:21]([C:25]2[CH:40]=[C:28]3[N:29]=[C:30]([CH3:39])[C:31]([CH2:34][C:35]([O:37][CH3:38])=[O:36])=[C:32]([Cl:33])[N:27]3[N:26]=2)[CH:22]=[CH:23][CH:24]=1)[C:12]1[CH:17]=[CH:16][CH:15]=[CH:14][CH:13]=1.C1(C2[O:49]N2S(C2C=CC=CC=2)(=O)=O)C=CC=CC=1. The catalyst is C1COCC1. The product is [CH2:11]([O:18][C:19]1[CH:20]=[C:21]([C:25]2[CH:40]=[C:28]3[N:29]=[C:30]([CH3:39])[C:31]([CH:34]([OH:49])[C:35]([O:37][CH3:38])=[O:36])=[C:32]([Cl:33])[N:27]3[N:26]=2)[CH:22]=[CH:23][CH:24]=1)[C:12]1[CH:13]=[CH:14][CH:15]=[CH:16][CH:17]=1. The yield is 0.220. (5) The reactants are S(Cl)(Cl)=O.[Cl:5][C:6]1[CH:11]=[CH:10][C:9]([N+:12]([O-:14])=[O:13])=[CH:8][C:7]=1[CH2:15][C:16]([OH:18])=[O:17].[CH3:19][CH2:20]O. No catalyst specified. The product is [Cl:5][C:6]1[CH:11]=[CH:10][C:9]([N+:12]([O-:14])=[O:13])=[CH:8][C:7]=1[CH2:15][C:16]([O:18][CH2:19][CH3:20])=[O:17]. The yield is 0.990. (6) The yield is 0.450. The catalyst is CN(C=O)C. The reactants are [Br:1][C:2]1[CH:3]=[C:4]2[C:8](=[CH:9][CH:10]=1)[NH:7][N:6]=[CH:5]2.Br[CH2:12][CH:13]1[CH2:15][CH2:14]1.C([O-])([O-])=O.[K+].[K+]. The product is [Br:1][C:2]1[CH:3]=[C:4]2[C:8](=[CH:9][CH:10]=1)[N:7]([CH2:12][CH:13]1[CH2:15][CH2:14]1)[N:6]=[CH:5]2.